The task is: Predict which catalyst facilitates the given reaction.. This data is from Catalyst prediction with 721,799 reactions and 888 catalyst types from USPTO. (1) Reactant: Cl[C:2]1[N:7]=[C:6]([Cl:8])[N:5]=[C:4]2[N:9]([CH:12]3[CH2:17][CH2:16][O:15][CH2:14][CH2:13]3)[N:10]=[CH:11][C:3]=12.[CH3:18][C:19]1[NH:23][N:22]=[C:21]([NH2:24])[CH:20]=1.CCN(C(C)C)C(C)C. Product: [Cl:8][C:6]1[N:5]=[C:4]2[N:9]([CH:12]3[CH2:17][CH2:16][O:15][CH2:14][CH2:13]3)[N:10]=[CH:11][C:3]2=[C:2]([NH:24][C:21]2[CH:20]=[C:19]([CH3:18])[NH:23][N:22]=2)[N:7]=1. The catalyst class is: 3. (2) Reactant: [C:9](O[C:9]([O:11][C:12]([CH3:15])([CH3:14])[CH3:13])=[O:10])([O:11][C:12]([CH3:15])([CH3:14])[CH3:13])=[O:10].[N+:16]([C:19]1[CH:24]=[CH:23][C:22]([C@H:25]2[CH2:30][CH2:29][C@H:28](C(O)=O)[CH2:27][CH2:26]2)=[CH:21][CH:20]=1)([O-:18])=[O:17]. Product: [N+:16]([C:19]1[CH:24]=[CH:23][C:22]([C@H:25]2[CH2:30][CH2:29][C@H:28]([C:9]([O:11][C:12]([CH3:13])([CH3:14])[CH3:15])=[O:10])[CH2:27][CH2:26]2)=[CH:21][CH:20]=1)([O-:18])=[O:17]. The catalyst class is: 143. (3) Reactant: [CH2:1]([O:3][C:4]1[CH:12]=[CH:11][CH:10]=[CH:9][C:5]=1[C:6]([OH:8])=[O:7])[CH3:2].[Br:13]Br. Product: [Br:13][C:10]1[CH:11]=[CH:12][C:4]([O:3][CH2:1][CH3:2])=[C:5]([CH:9]=1)[C:6]([OH:8])=[O:7]. The catalyst class is: 52. (4) Reactant: C[O:2][C:3]1[C:8]([N+:9]([O-:11])=[O:10])=[CH:7][N:6]=[C:5]([N:12]2[CH2:17][CH2:16][N:15]([CH3:18])[CH2:14][CH2:13]2)[CH:4]=1.Br. Product: [CH3:18][N:15]1[CH2:16][CH2:17][N:12]([C:5]2[CH:4]=[C:3]([OH:2])[C:8]([N+:9]([O-:11])=[O:10])=[CH:7][N:6]=2)[CH2:13][CH2:14]1. The catalyst class is: 15. (5) Reactant: Cl.[Cl:2][CH2:3][CH2:4][NH:5][CH2:6][CH2:7][Cl:8].[C:9](O[C:9]([O:11][C:12]([CH3:15])([CH3:14])[CH3:13])=[O:10])([O:11][C:12]([CH3:15])([CH3:14])[CH3:13])=[O:10].C(N(CC)CC)C. Product: [Cl:2][CH2:3][CH2:4][N:5]([CH2:6][CH2:7][Cl:8])[C:9](=[O:10])[O:11][C:12]([CH3:15])([CH3:14])[CH3:13]. The catalyst class is: 2. (6) Reactant: Cl.Cl.[Cl:3][C:4]1[C:5]([N:10]2[CH2:15][CH2:14][NH:13][CH2:12][CH2:11]2)=[N:6][CH:7]=[CH:8][N:9]=1.[CH3:16][N:17]1[C:21]([CH3:22])=[C:20]([CH:23]=O)[C:19]([CH3:25])=[N:18]1.C(O[BH-](OC(=O)C)OC(=O)C)(=O)C.[Na+].C(=O)([O-])O.[Na+]. Product: [Cl:3][C:4]1[C:5]([N:10]2[CH2:11][CH2:12][N:13]([CH2:23][C:20]3[C:19]([CH3:25])=[N:18][N:17]([CH3:16])[C:21]=3[CH3:22])[CH2:14][CH2:15]2)=[N:6][CH:7]=[CH:8][N:9]=1. The catalyst class is: 7. (7) Reactant: [CH3:1][O:2][C:3]1[C:4]([CH3:23])=[CH:5][C:6]([CH2:12][C:13]2[C:14]([CH3:22])=[N:15][N:16]([CH2:19][C:20]#[N:21])[C:17]=2[CH3:18])=[C:7]2[C:11]=1[CH2:10][CH2:9][CH2:8]2.Cl.[NH2:25][OH:26].C(=O)([O-])[O-].[K+].[K+]. Product: [OH:26][NH:25][C:20](=[NH:21])[CH2:19][N:16]1[C:17]([CH3:18])=[C:13]([CH2:12][C:6]2[CH:5]=[C:4]([CH3:23])[C:3]([O:2][CH3:1])=[C:11]3[C:7]=2[CH2:8][CH2:9][CH2:10]3)[C:14]([CH3:22])=[N:15]1. The catalyst class is: 24. (8) Reactant: Cl[C:2]1[N:7]=[C:6]([N:8]2[CH2:13][CH2:12][O:11][CH2:10][CH2:9]2)[CH:5]=[C:4]([CH3:14])[N:3]=1.[NH2:15][CH:16]1[CH:20]([F:21])[CH2:19][N:18]([C:22]([O:24][CH2:25][C:26]2[CH:31]=[CH:30][CH:29]=[CH:28][CH:27]=2)=[O:23])[CH2:17]1.C(P(C(C)(C)C)C1C=CC=CC=1C1C=CC=CC=1)(C)(C)C.CC(C)([O-])C.[Na+]. Product: [F:21][CH:20]1[CH:16]([NH:15][C:2]2[N:3]=[C:4]([CH3:14])[CH:5]=[C:6]([N:8]3[CH2:13][CH2:12][O:11][CH2:10][CH2:9]3)[N:7]=2)[CH2:17][N:18]([C:22]([O:24][CH2:25][C:26]2[CH:31]=[CH:30][CH:29]=[CH:28][CH:27]=2)=[O:23])[CH2:19]1. The catalyst class is: 718. (9) Reactant: [Br:1][C:2]1[CH2:3][CH2:4][C:5]2[C:10]([CH:11]=1)=[CH:9][C:8]([O:12][CH3:13])=[CH:7][C:6]=2[CH3:14].C(C1C(=O)C(Cl)=C(Cl)C(=O)C=1C#N)#N. Product: [Br:1][C:2]1[CH:11]=[C:10]2[C:5](=[CH:4][CH:3]=1)[C:6]([CH3:14])=[CH:7][C:8]([O:12][CH3:13])=[CH:9]2. The catalyst class is: 12. (10) Reactant: [NH2:1][C:2]1[NH:3][C:4]2[CH:10]=[CH:9][CH:8]=[CH:7][C:5]=2[N:6]=1.[N:11]1[CH:16]=[CH:15][C:14]([C:17](=O)[CH2:18][C:19](OCC)=[O:20])=[CH:13][CH:12]=1. Product: [N:11]1[CH:16]=[CH:15][C:14]([C:17]2[N:1]=[C:2]3[NH:6][C:5]4[CH:7]=[CH:8][CH:9]=[CH:10][C:4]=4[N:3]3[C:19](=[O:20])[CH:18]=2)=[CH:13][CH:12]=1. The catalyst class is: 6.